From a dataset of PAMPA (Parallel Artificial Membrane Permeability Assay) permeability data from NCATS. Regression/Classification. Given a drug SMILES string, predict its absorption, distribution, metabolism, or excretion properties. Task type varies by dataset: regression for continuous measurements (e.g., permeability, clearance, half-life) or binary classification for categorical outcomes (e.g., BBB penetration, CYP inhibition). Dataset: pampa_ncats. (1) The drug is CC(C)C1=CC=CC=C1C2=NC=C(C(=N2)NCC3CCN(CC3)C4=CN=CC=C4)F. The result is 1 (high permeability). (2) The molecule is CSC1=NC(=CC(=N1)OC2=CC=C(C=C2)C3=NC(=NN3)NC4=CC=CC(=C4)C(F)(F)F)N. The result is 1 (high permeability).